The task is: Predict the product of the given reaction.. This data is from Forward reaction prediction with 1.9M reactions from USPTO patents (1976-2016). (1) Given the reactants B([O-])[O-].Br[C:5]1[CH:10]=[CH:9][C:8]([C@@H:11]2[C@@H:13]([C:14]3[CH:19]=[CH:18][CH:17]=[CH:16][CH:15]=3)[C@H:12]2[C:20]([O:22][CH3:23])=[O:21])=[CH:7][CH:6]=1.Br[C:25]1[CH:26]=[C:27]2[C:31](=[CH:32][CH:33]=1)[CH2:30][N:29]([CH:34]1[CH2:36][CH2:35]1)[CH2:28]2, predict the reaction product. The product is: [CH3:23][O:22][C:20]([C@@H:12]1[C@H:13]([C:14]2[CH:19]=[CH:18][CH:17]=[CH:16][CH:15]=2)[C@H:11]1[C:8]1[CH:9]=[CH:10][C:5]([C:25]2[CH:26]=[C:27]3[C:31](=[CH:32][CH:33]=2)[CH2:30][N:29]([CH:34]2[CH2:36][CH2:35]2)[CH2:28]3)=[CH:6][CH:7]=1)=[O:21]. (2) Given the reactants [C:1]([C:3]1[N:7]2[CH:8]=[CH:9][N:10]=[CH:11][C:6]2=[N:5][CH:4]=1)#[CH:2].I[C:13]1[CH:14]=[C:15]([CH:37]=[CH:38][C:39]=1[CH3:40])[C:16]([NH:18][C:19]1[CH:24]=[CH:23][C:22]([CH2:25][N:26]2[CH2:31][CH2:30][N:29]([CH3:32])[CH2:28][CH2:27]2)=[C:21]([C:33]([F:36])([F:35])[F:34])[CH:20]=1)=[O:17], predict the reaction product. The product is: [N:5]1[CH:4]=[C:3]([C:1]#[C:2][C:38]2[CH:37]=[C:15]([CH:14]=[CH:13][C:39]=2[CH3:40])[C:16]([NH:18][C:19]2[CH:24]=[CH:23][C:22]([CH2:25][N:26]3[CH2:31][CH2:30][N:29]([CH3:32])[CH2:28][CH2:27]3)=[C:21]([C:33]([F:36])([F:35])[F:34])[CH:20]=2)=[O:17])[N:7]2[CH:8]=[CH:9][N:10]=[CH:11][C:6]=12. (3) Given the reactants C(O)C.[ClH:4].[NH2:5][C:6]1[C:11]([C:12]2[CH:17]=[CH:16][C:15]([NH:18][C:19]([C:21]3[C:26](=[O:27])[C:25]([C:28]4[CH:33]=[CH:32][C:31]([F:34])=[CH:30][CH:29]=4)=[CH:24][N:23]([CH2:35][C:36]([F:39])([F:38])[F:37])[CH:22]=3)=[O:20])=[CH:14][CH:13]=2)=[CH:10][C:9]([C:40]2[CH:45]=[CH:44][C:43]([O:46][CH3:47])=[C:42]([O:48][CH3:49])[CH:41]=2)=[CH:8][N:7]=1, predict the reaction product. The product is: [ClH:4].[NH2:5][C:6]1[C:11]([C:12]2[CH:13]=[CH:14][C:15]([NH:18][C:19]([C:21]3[C:26](=[O:27])[C:25]([C:28]4[CH:29]=[CH:30][C:31]([F:34])=[CH:32][CH:33]=4)=[CH:24][N:23]([CH2:35][C:36]([F:37])([F:38])[F:39])[CH:22]=3)=[O:20])=[CH:16][CH:17]=2)=[CH:10][C:9]([C:40]2[CH:45]=[CH:44][C:43]([O:46][CH3:47])=[C:42]([O:48][CH3:49])[CH:41]=2)=[CH:8][N:7]=1. (4) The product is: [CH3:2][C:3]([C:6]([O:8][CH3:9])=[O:7])([CH3:5])[NH:4][CH2:18][CH2:17][CH:16]([CH3:20])[CH3:15]. Given the reactants Cl.[CH3:2][C:3]([C:6]([O:8][CH3:9])=[O:7])([CH3:5])[NH2:4].C([O-])(=O)C.[K+].[CH3:15][CH:16]([CH3:20])[CH2:17][CH:18]=O.C(O[BH-](OC(=O)C)OC(=O)C)(=O)C.[Na+].C(=O)(O)[O-].[Na+].C(=O)([O-])[O-].[Na+].[Na+], predict the reaction product.